This data is from Forward reaction prediction with 1.9M reactions from USPTO patents (1976-2016). The task is: Predict the product of the given reaction. (1) Given the reactants [Cl:1][C:2]1[CH:11]=[C:10]([C:12]([CH:14]2[CH2:17][N:16]([C:18]([O:20][C:21]([CH3:24])([CH3:23])[CH3:22])=[O:19])[CH2:15]2)=[CH2:13])[C:9]([Cl:25])=[C:8]2[C:3]=1[CH2:4][CH2:5][N:6]([CH2:27][C:28]1[C:29](=[O:37])[NH:30][C:31]([CH3:36])=[CH:32][C:33]=1[O:34][CH3:35])[C:7]2=[O:26], predict the reaction product. The product is: [Cl:1][C:2]1[CH:11]=[C:10]([CH:12]([CH:14]2[CH2:15][N:16]([C:18]([O:20][C:21]([CH3:22])([CH3:24])[CH3:23])=[O:19])[CH2:17]2)[CH3:13])[C:9]([Cl:25])=[C:8]2[C:3]=1[CH2:4][CH2:5][N:6]([CH2:27][C:28]1[C:29](=[O:37])[NH:30][C:31]([CH3:36])=[CH:32][C:33]=1[O:34][CH3:35])[C:7]2=[O:26]. (2) Given the reactants [N:1]1[CH:6]=[C:5]([CH2:7][OH:8])[CH:4]=[N:3][CH:2]=1.C(N(CC)CC)C.[CH3:16][S:17](O[S:17]([CH3:16])(=[O:19])=[O:18])(=[O:19])=[O:18], predict the reaction product. The product is: [CH3:16][S:17]([O:8][CH2:7][C:5]1[CH:6]=[N:1][CH:2]=[N:3][CH:4]=1)(=[O:19])=[O:18]. (3) Given the reactants CC(C)(C(=O)[N:6]1[CH:11]2[CH2:12][CH2:13][CH:7]1[CH2:8][N:9]([C:14]1[C:15]3[CH:22]=[CH:21][NH:20][C:16]=3[N:17]=[CH:18][N:19]=1)[CH2:10]2)C#N.C(N(CC)CC)C.[C:32]([CH2:34][CH2:35][N:36]([CH3:41])[S:37](Cl)(=[O:39])=[O:38])#[N:33], predict the reaction product. The product is: [C:32]([CH2:34][CH2:35][N:36]([CH3:41])[S:37]([N:6]1[CH2:7][CH2:8][N:9]([C:14]2[C:15]3[CH:22]=[CH:21][NH:20][C:16]=3[N:17]=[CH:18][N:19]=2)[CH2:10][C:11]21[CH2:12][CH2:13]2)(=[O:39])=[O:38])#[N:33]. (4) Given the reactants [NH:1]1[CH2:6][CH2:5][O:4][CH2:3][CH2:2]1.[CH3:7][O:8][C:9]1[N:14]=[CH:13][C:12]([NH:15][C:16]2[C:23]([C:24]3[N:29]=[C:28]([CH3:30])[N:27]=[C:26]([S:31][CH3:32])[N:25]=3)=[CH:22][C:19]([CH:20]=O)=[CH:18][N:17]=2)=[CH:11][CH:10]=1.CCO.C([BH3-])#N.[Na+], predict the reaction product. The product is: [CH3:7][O:8][C:9]1[N:14]=[CH:13][C:12]([NH:15][C:16]2[C:23]([C:24]3[N:29]=[C:28]([CH3:30])[N:27]=[C:26]([S:31][CH3:32])[N:25]=3)=[CH:22][C:19]([CH2:20][N:1]3[CH2:6][CH2:5][O:4][CH2:3][CH2:2]3)=[CH:18][N:17]=2)=[CH:11][CH:10]=1. (5) The product is: [F:10][C:2]([C:11]1[CH:16]=[C:15]([NH2:17])[C:14]([NH2:20])=[C:13]([CH3:21])[CH:12]=1)([F:1])[CH2:3][N:4]1[CH2:5][CH2:6][O:7][CH2:8][CH2:9]1. Given the reactants [F:1][C:2]([C:11]1[CH:16]=[C:15]([N+:17]([O-])=O)[C:14]([NH2:20])=[C:13]([CH3:21])[CH:12]=1)([F:10])[CH2:3][N:4]1[CH2:9][CH2:8][O:7][CH2:6][CH2:5]1.C1CCC=CC=1, predict the reaction product. (6) The product is: [CH3:24][N:25]1[C:29]2=[N:30][CH:31]=[C:32]([N+:35]([O-:37])=[O:36])[C:33]([CH3:34])=[C:28]2[C:27]([C:7]2[CH:8]3[CH2:14][CH2:13][CH:11]([CH:12]=2)[N:10]([C:15]([O:17][C:18]([CH3:21])([CH3:20])[CH3:19])=[O:16])[CH2:9]3)=[CH:26]1. Given the reactants FC(F)(F)S(O[C:7]1[CH:8]2[CH2:14][CH2:13][CH:11]([CH:12]=1)[N:10]([C:15]([O:17][C:18]([CH3:21])([CH3:20])[CH3:19])=[O:16])[CH2:9]2)(=O)=O.[CH3:24][N:25]1[C:29]2=[N:30][CH:31]=[C:32]([N+:35]([O-:37])=[O:36])[C:33]([CH3:34])=[C:28]2[C:27](B2OC(C)(C)C(C)(C)O2)=[CH:26]1.P([O-])([O-])([O-])=O.[K+].[K+].[K+], predict the reaction product.